Dataset: TCR-epitope binding with 47,182 pairs between 192 epitopes and 23,139 TCRs. Task: Binary Classification. Given a T-cell receptor sequence (or CDR3 region) and an epitope sequence, predict whether binding occurs between them. (1) Result: 0 (the TCR does not bind to the epitope). The epitope is SQASSRSSSR. The TCR CDR3 sequence is CASSSQGGFDGYTF. (2) The TCR CDR3 sequence is CASSSRSGVEQYF. The epitope is GILGFVFTL. Result: 1 (the TCR binds to the epitope). (3) Result: 0 (the TCR does not bind to the epitope). The TCR CDR3 sequence is CASSWGIGSQQETQYF. The epitope is ALLADKFPV. (4) The epitope is KLGGALQAK. The TCR CDR3 sequence is CASTGQGATDTQYF. Result: 1 (the TCR binds to the epitope). (5) The epitope is LLQTGIHVRVSQPSL. The TCR CDR3 sequence is CSARALGRPQETQYF. Result: 1 (the TCR binds to the epitope).